This data is from Catalyst prediction with 721,799 reactions and 888 catalyst types from USPTO. The task is: Predict which catalyst facilitates the given reaction. (1) Reactant: [F:1][C:2]1[CH:7]=[CH:6][C:5]([C:8]2[C:12]([CH2:13][O:14][C:15]3[CH:16]=[C:17]([C:21]([OH:23])=O)[N:18]([CH3:20])[N:19]=3)=[C:11]([CH2:24][OH:25])[O:10][N:9]=2)=[CH:4][CH:3]=1.O.ON1C2C=CC=CC=2N=N1.C(N(C(C)C)C(C)C)C.[NH2:46][CH:47]1[CH2:51][CH2:50][O:49][CH2:48]1.[Cl-].[Na+]. Product: [O:49]1[CH2:50][CH2:51][CH:47]([NH:46][C:21]([C:17]2[N:18]([CH3:20])[N:19]=[C:15]([O:14][CH2:13][C:12]3[C:8]([C:5]4[CH:4]=[CH:3][C:2]([F:1])=[CH:7][CH:6]=4)=[N:9][O:10][C:11]=3[CH2:24][OH:25])[CH:16]=2)=[O:23])[CH2:48]1. The catalyst class is: 1. (2) Reactant: [C:1]([O:5][C:6]([N:8]1[C:17]2[C:12](=[CH:13][C:14](Br)=[CH:15][N:16]=2)[CH2:11][CH2:10][CH2:9]1)=[O:7])([CH3:4])([CH3:3])[CH3:2].[CH3:19][C:20]1([CH3:36])[C:24]([CH3:26])([CH3:25])[O:23][B:22]([B:22]2[O:23][C:24]([CH3:26])([CH3:25])[C:20]([CH3:36])([CH3:19])[O:21]2)[O:21]1.CC([O-])=O.[K+]. Product: [C:1]([O:5][C:6]([N:8]1[C:17]2[C:12](=[CH:13][C:14]([B:22]3[O:23][C:24]([CH3:26])([CH3:25])[C:20]([CH3:36])([CH3:19])[O:21]3)=[CH:15][N:16]=2)[CH2:11][CH2:10][CH2:9]1)=[O:7])([CH3:4])([CH3:3])[CH3:2]. The catalyst class is: 75.